This data is from Full USPTO retrosynthesis dataset with 1.9M reactions from patents (1976-2016). The task is: Predict the reactants needed to synthesize the given product. (1) Given the product [Br:20][C:21]1[CH:32]=[CH:31][C:24]([C:25](=[O:26])[CH:15]=[C:14]([NH:4][CH2:5][O:34][CH3:35])[C:16]([F:19])([F:18])[F:17])=[CH:23][C:22]=1[CH3:33], predict the reactants needed to synthesize it. The reactants are: C([NH:4][CH:5](C)C)(C)C.[Li]CCCC.Br[C:14]([C:16]([F:19])([F:18])[F:17])=[CH2:15].[Br:20][C:21]1[CH:32]=[CH:31][C:24]([C:25](N(OC)C)=[O:26])=[CH:23][C:22]=1[CH3:33].[O:34]1CCC[CH2:35]1. (2) Given the product [CH3:1][O:2][C:3]1[C:12]2[C:7](=[CH:8][CH:9]=[CH:10][CH:11]=2)[CH:6]=[CH:5][C:4]=1[C:23]1[CH:24]=[C:25]([CH2:29][N:30]2[CH:34]=[CH:33][N:32]=[C:31]2[CH3:35])[N:26]=[N:27][CH:28]=1, predict the reactants needed to synthesize it. The reactants are: [CH3:1][O:2][C:3]1[C:12]2[C:7](=[CH:8][CH:9]=[CH:10][CH:11]=2)[CH:6]=[CH:5][C:4]=1B1OC(C)(C)C(C)(C)O1.Cl[C:23]1[CH:24]=[C:25]([CH2:29][N:30]2[CH:34]=[CH:33][N:32]=[C:31]2[CH3:35])[N:26]=[N:27][CH:28]=1. (3) Given the product [CH2:1]([O:3][C:4]([CH:5]1[CH2:10][C:11]([C:12]2[CH:17]=[CH:16][CH:15]=[CH:14][CH:13]=2)=[C:7]([CH3:8])[C:6]1=[O:9])=[O:19])[CH3:2], predict the reactants needed to synthesize it. The reactants are: [CH2:1]([O:3][C:4](=[O:19])[CH:5]([CH2:10][C:11](=O)[C:12]1[CH:17]=[CH:16][CH:15]=[CH:14][CH:13]=1)[C:6](=[O:9])[CH2:7][CH3:8])[CH3:2].[OH-].[Na+].CCOCC. (4) Given the product [CH3:11][N:6]1[C:7]2[C:3](=[C:2]([NH:1][C:29]([CH:25]3[CH2:28][CH2:27][CH2:26]3)=[O:30])[CH:10]=[CH:9][CH:8]=2)[C:4]2([C:24]3[C:15](=[CH:16][C:17]4[O:22][CH2:21][CH2:20][O:19][C:18]=4[CH:23]=3)[O:14][CH2:13]2)[C:5]1=[O:12], predict the reactants needed to synthesize it. The reactants are: [NH2:1][C:2]1[CH:10]=[CH:9][CH:8]=[C:7]2[C:3]=1[C:4]1([C:24]3[C:15](=[CH:16][C:17]4[O:22][CH2:21][CH2:20][O:19][C:18]=4[CH:23]=3)[O:14][CH2:13]1)[C:5](=[O:12])[N:6]2[CH3:11].[CH:25]1([C:29](Cl)=[O:30])[CH2:28][CH2:27][CH2:26]1. (5) Given the product [Br:16][C:3]1[C:2]([Cl:1])=[CH:7][N:6]=[C:5]([C:8]2[S:9][CH:10]=[CH:11][CH:12]=2)[N:4]=1, predict the reactants needed to synthesize it. The reactants are: [Cl:1][C:2]1[C:3](O)=[N:4][C:5]([C:8]2[S:9][CH:10]=[CH:11][CH:12]=2)=[N:6][CH:7]=1.P(Br)(Br)([Br:16])=O.CN(C)C1C=CC=CC=1.